Dataset: Peptide-MHC class I binding affinity with 185,985 pairs from IEDB/IMGT. Task: Regression. Given a peptide amino acid sequence and an MHC pseudo amino acid sequence, predict their binding affinity value. This is MHC class I binding data. (1) The peptide sequence is EAFETQSGAL. The MHC is HLA-A02:06 with pseudo-sequence HLA-A02:06. The binding affinity (normalized) is 0.111. (2) The peptide sequence is RLVEEFFNR. The MHC is HLA-A31:01 with pseudo-sequence HLA-A31:01. The binding affinity (normalized) is 0.969. (3) The peptide sequence is ELYENKPDV. The MHC is HLA-A23:01 with pseudo-sequence HLA-A23:01. The binding affinity (normalized) is 0.0847. (4) The peptide sequence is RRPVVTAHI. The MHC is Mamu-A01 with pseudo-sequence Mamu-A01. The binding affinity (normalized) is 0. (5) The peptide sequence is GAVNVVMTF. The MHC is HLA-B57:01 with pseudo-sequence HLA-B57:01. The binding affinity (normalized) is 0.457. (6) The peptide sequence is PTFAAGLLLR. The MHC is HLA-A68:01 with pseudo-sequence HLA-A68:01. The binding affinity (normalized) is 0.378. (7) The binding affinity (normalized) is 0.0847. The peptide sequence is EMADYIFFV. The MHC is HLA-A01:01 with pseudo-sequence HLA-A01:01.